Dataset: Forward reaction prediction with 1.9M reactions from USPTO patents (1976-2016). Task: Predict the product of the given reaction. (1) Given the reactants [C:1]1([C:7]#[C:8][C:9](=[O:12])[CH2:10][CH3:11])[CH:6]=[CH:5][CH:4]=[CH:3][CH:2]=1.C(N(CC)CC)C.Cl/[C:21](=[N:27]\[OH:28])/[C:22]([O:24][CH2:25][CH3:26])=[O:23], predict the reaction product. The product is: [C:1]1([C:7]2[O:28][N:27]=[C:21]([C:22]([O:24][CH2:25][CH3:26])=[O:23])[C:8]=2[C:9](=[O:12])[CH2:10][CH3:11])[CH:6]=[CH:5][CH:4]=[CH:3][CH:2]=1. (2) Given the reactants S(O)(O)(=O)=O.[F:6][CH:7]([F:22])[C@@:8]1([C:15]2[CH:20]=[CH:19][CH:18]=[CH:17][C:16]=2[F:21])[CH2:13][O:12][CH2:11][C:10]([NH2:14])=[N:9]1.[N+:23]([O-])([OH:25])=[O:24].N.O, predict the reaction product. The product is: [F:22][CH:7]([F:6])[C@@:8]1([C:15]2[CH:20]=[C:19]([N+:23]([O-:25])=[O:24])[CH:18]=[CH:17][C:16]=2[F:21])[CH2:13][O:12][CH2:11][C:10]([NH2:14])=[N:9]1. (3) Given the reactants [Si]([O:8][CH2:9][C@@H:10]1[C@@H:14]([O:15][Si:16]([CH:23]([CH3:25])[CH3:24])([CH:20]([CH3:22])[CH3:21])[CH:17]([CH3:19])[CH3:18])[CH2:13][C@H:12]([NH:26][C:27]2[C:32]([C:33]([C:35]3[S:36][CH:37]=[C:38]([CH2:40][O:41][CH3:42])[CH:39]=3)=[O:34])=[CH:31][N:30]=[CH:29][N:28]=2)[CH2:11]1)(C(C)(C)C)(C)C.Cl, predict the reaction product. The product is: [OH:8][CH2:9][C@@H:10]1[C@@H:14]([O:15][Si:16]([CH:20]([CH3:21])[CH3:22])([CH:17]([CH3:19])[CH3:18])[CH:23]([CH3:25])[CH3:24])[CH2:13][C@H:12]([NH:26][C:27]2[C:32]([C:33]([C:35]3[S:36][CH:37]=[C:38]([CH2:40][O:41][CH3:42])[CH:39]=3)=[O:34])=[CH:31][N:30]=[CH:29][N:28]=2)[CH2:11]1. (4) Given the reactants [CH3:1][O:2][C:3](=[O:29])[C@H:4]([CH3:28])[C@H:5]([N:12](CC1C=CC=CC=1)[C@@H](C1C=CC=CC=1)C)[C:6]1[CH:11]=[CH:10][CH:9]=[CH:8][CH:7]=1.CO.Cl, predict the reaction product. The product is: [CH3:1][O:2][C:3](=[O:29])[C@H:4]([CH3:28])[C@H:5]([NH2:12])[C:6]1[CH:11]=[CH:10][CH:9]=[CH:8][CH:7]=1. (5) Given the reactants C(Cl)Cl.[C:4]([O:8][C:9]([N:11]([CH2:20][C:21]([O:23][C:24]([CH3:27])([CH3:26])[CH3:25])=[O:22])[C:12]1[CH:17]=[CH:16][CH:15]=[C:14]([CH2:18][OH:19])[N:13]=1)=[O:10])([CH3:7])([CH3:6])[CH3:5].CC(OI1(OC(C)=O)(OC(C)=O)OC(=O)C2C=CC=CC1=2)=O.S([O-])([O-])(=O)=S.[Na+].[Na+], predict the reaction product. The product is: [C:4]([O:8][C:9]([N:11]([CH2:20][C:21]([O:23][C:24]([CH3:27])([CH3:26])[CH3:25])=[O:22])[C:12]1[CH:17]=[CH:16][CH:15]=[C:14]([CH:18]=[O:19])[N:13]=1)=[O:10])([CH3:7])([CH3:6])[CH3:5].